Dataset: Reaction yield outcomes from USPTO patents with 853,638 reactions. Task: Predict the reaction yield, written as a fraction of the theoretical maximum amount of product (1.0 means a 100% yield; for example, 0.34 means a 34% yield). The product is [OH:2][C:3]1[CH:4]=[CH:5][C:6]2[C:10]([O:11][C:12]3[CH:13]=[CH:14][C:15](/[CH:18]=[C:19](\[CH3:25])/[C:20]([OH:22])=[O:21])=[CH:16][CH:17]=3)=[C:9]([C:26]3[CH:27]=[CH:28][C:29]([OH:32])=[CH:30][CH:31]=3)[S:8][C:7]=2[CH:34]=1. The reactants are C[O:2][C:3]1[CH:4]=[CH:5][C:6]2[C:10]([O:11][C:12]3[CH:17]=[CH:16][C:15](/[CH:18]=[C:19](\[CH3:25])/[C:20]([O:22]CC)=[O:21])=[CH:14][CH:13]=3)=[C:9]([C:26]3[CH:31]=[CH:30][C:29]([O:32]C)=[CH:28][CH:27]=3)[S:8][C:7]=2[CH:34]=1.B(Br)(Br)Br. The catalyst is C(Cl)Cl.CO. The yield is 0.340.